The task is: Predict the reaction yield, written as a fraction of the theoretical maximum amount of product (1.0 means a 100% yield; for example, 0.34 means a 34% yield).. This data is from Reaction yield outcomes from USPTO patents with 853,638 reactions. (1) The reactants are Br[C:2]1[CH:7]=[CH:6][C:5]([NH:8][C:9]2[S:10][C:11]3[CH2:17][CH2:16][CH2:15][CH:14]([C:18]4[CH:23]=[CH:22][CH:21]=[CH:20][CH:19]=4)[C:12]=3[N:13]=2)=[CH:4][C:3]=1[O:24][CH3:25].[CH3:26][N:27]1[CH:31]=[C:30](B2OC(C)(C)C(C)(C)O2)[CH:29]=[N:28]1.[F-].[K+]. The catalyst is CO.C([O-])(=O)C.[Pd+2].C([O-])(=O)C. The product is [CH3:25][O:24][C:3]1[CH:4]=[C:5]([NH:8][C:9]2[S:10][C:11]3[CH2:17][CH2:16][CH2:15][CH:14]([C:18]4[CH:23]=[CH:22][CH:21]=[CH:20][CH:19]=4)[C:12]=3[N:13]=2)[CH:6]=[CH:7][C:2]=1[C:30]1[CH:29]=[N:28][N:27]([CH3:26])[CH:31]=1. The yield is 0.160. (2) The reactants are CCN(C(C)C)C(C)C.Cl.[NH:11]1[CH2:16][CH:15]=[C:14]([CH2:17][C:18]2[S:19][CH:20]=[CH:21][N:22]=2)[CH2:13][CH2:12]1.[CH3:23][C:24]1([CH3:40])[C:33](=[O:34])[NH:32][C:31]2[N:30]=[CH:29][C:28](/[CH:35]=[CH:36]/[C:37](O)=[O:38])=[CH:27][C:26]=2[CH2:25]1.C1C=CC2N(O)N=NC=2C=1.CCN=C=NCCCN(C)C.Cl. The catalyst is CN(C=O)C. The product is [CH3:23][C:24]1([CH3:40])[CH2:25][C:26]2[C:31](=[N:30][CH:29]=[C:28](/[CH:35]=[CH:36]/[C:37](=[O:38])[N:11]3[CH2:12][CH2:13][C:14]([CH2:17][C:18]4[S:19][CH:20]=[CH:21][N:22]=4)=[CH:15][CH2:16]3)[CH:27]=2)[NH:32][C:33]1=[O:34]. The yield is 0.510. (3) The reactants are COC1C=CC(C[N:8]2[C:12]3=[N:13][CH:14]=[CH:15][C:16]([O:17][C:18]4[CH:23]=[CH:22][C:21]([NH:24][C:25]([C:27]5[C:32](=[O:33])[N:31]([C:34]6[CH:39]=[CH:38][C:37]([F:40])=[CH:36][CH:35]=6)[N:30]=[CH:29][CH:28]=5)=[O:26])=[CH:20][C:19]=4[F:41])=[C:11]3[C:10]([C:42]3[CH:43]=[N:44][N:45](C(OC(C)(C)C)=O)[CH:46]=3)=[N:9]2)=CC=1.C(O)(C(F)(F)F)=O. No catalyst specified. The product is [NH:44]1[CH:43]=[C:42]([C:10]2[C:11]3[C:12](=[N:13][CH:14]=[CH:15][C:16]=3[O:17][C:18]3[CH:23]=[CH:22][C:21]([NH:24][C:25]([C:27]4[C:32](=[O:33])[N:31]([C:34]5[CH:39]=[CH:38][C:37]([F:40])=[CH:36][CH:35]=5)[N:30]=[CH:29][CH:28]=4)=[O:26])=[CH:20][C:19]=3[F:41])[NH:8][N:9]=2)[CH:46]=[N:45]1. The yield is 0.850.